From a dataset of Catalyst prediction with 721,799 reactions and 888 catalyst types from USPTO. Predict which catalyst facilitates the given reaction. Reactant: [F:1][C:2]([F:12])([F:11])[C:3]1[CH:4]=[C:5]([CH:8]=[CH:9][CH:10]=1)[CH2:6][NH2:7].[CH2:13]([O:20][C:21](=[O:37])[NH:22][C@@H:23]([CH2:32][S:33](Cl)(=[O:35])=[O:34])[CH2:24][C:25]1[CH:30]=[CH:29][CH:28]=[CH:27][C:26]=1[F:31])[C:14]1[CH:19]=[CH:18][CH:17]=[CH:16][CH:15]=1. Product: [CH2:13]([O:20][C:21](=[O:37])[NH:22][C@@H:23]([CH2:32][S:33](=[O:35])(=[O:34])[NH:7][CH2:6][C:5]1[CH:8]=[CH:9][CH:10]=[C:3]([C:2]([F:11])([F:12])[F:1])[CH:4]=1)[CH2:24][C:25]1[CH:30]=[CH:29][CH:28]=[CH:27][C:26]=1[F:31])[C:14]1[CH:15]=[CH:16][CH:17]=[CH:18][CH:19]=1. The catalyst class is: 4.